From a dataset of Full USPTO retrosynthesis dataset with 1.9M reactions from patents (1976-2016). Predict the reactants needed to synthesize the given product. (1) Given the product [F:1][C:2]1[CH:19]=[C:18]([C:20]2[CH:25]=[CH:24][C:23]([O:26][CH2:27][CH:28]3[CH2:29][CH2:30][N:31]([CH2:34][C:35]([F:38])([CH3:36])[CH3:37])[CH2:32][CH2:33]3)=[CH:22][N:21]=2)[CH:17]=[CH:16][C:3]=1[C:4]([N:6]1[CH2:10][C@H:9]([OH:11])[CH2:8][C@H:7]1[C:12]([OH:14])=[O:13])=[O:5], predict the reactants needed to synthesize it. The reactants are: [F:1][C:2]1[CH:19]=[C:18]([C:20]2[CH:25]=[CH:24][C:23]([O:26][CH2:27][CH:28]3[CH2:33][CH2:32][N:31]([CH2:34][C:35]([F:38])([CH3:37])[CH3:36])[CH2:30][CH2:29]3)=[CH:22][N:21]=2)[CH:17]=[CH:16][C:3]=1[C:4]([N:6]1[CH2:10][C@H:9]([OH:11])[CH2:8][C@H:7]1[C:12]([O:14]C)=[O:13])=[O:5].O[Li].O. (2) Given the product [N+:11]([C:8]1[N:6]2[N:7]=[C:2]([NH:22][C@H:20]([C:14]3[CH:19]=[CH:18][CH:17]=[CH:16][CH:15]=3)[CH3:21])[CH:3]=[CH:4][C:5]2=[N:10][CH:9]=1)([O-:13])=[O:12], predict the reactants needed to synthesize it. The reactants are: Cl[C:2]1[CH:3]=[CH:4][C:5]2[N:6]([C:8]([N+:11]([O-:13])=[O:12])=[CH:9][N:10]=2)[N:7]=1.[C:14]1([C@@H:20]([NH2:22])[CH3:21])[CH:19]=[CH:18][CH:17]=[CH:16][CH:15]=1. (3) Given the product [CH:23]1([NH:27][C:2]2[C:3]([CH3:22])=[N:4][C:5]3[C:10]([N:11]=2)=[C:9]([C:12]2[NH:21][C:15]4[N:16]=[CH:17][NH:18][C:19](=[O:20])[C:14]=4[CH:13]=2)[CH:8]=[CH:7][CH:6]=3)[CH2:26][CH2:25][CH2:24]1, predict the reactants needed to synthesize it. The reactants are: F[C:2]1[C:3]([CH3:22])=[N:4][C:5]2[C:10]([N:11]=1)=[C:9]([C:12]1[NH:21][C:15]3[N:16]=[CH:17][NH:18][C:19](=[O:20])[C:14]=3[CH:13]=1)[CH:8]=[CH:7][CH:6]=2.[CH:23]1([NH2:27])[CH2:26][CH2:25][CH2:24]1.